From a dataset of CYP2C9 inhibition data for predicting drug metabolism from PubChem BioAssay. Regression/Classification. Given a drug SMILES string, predict its absorption, distribution, metabolism, or excretion properties. Task type varies by dataset: regression for continuous measurements (e.g., permeability, clearance, half-life) or binary classification for categorical outcomes (e.g., BBB penetration, CYP inhibition). Dataset: cyp2c9_veith. The compound is Cc1noc(C)c1-c1nccc(N(C)Cc2ccco2)n1. The result is 0 (non-inhibitor).